From a dataset of Full USPTO retrosynthesis dataset with 1.9M reactions from patents (1976-2016). Predict the reactants needed to synthesize the given product. (1) Given the product [C:19]([NH:23][S:24]([C:27]1[S:28][C:29]([C:2]2[N:7]=[C:6]([NH:8][C:9]3[CH:13]=[C:12]([C:14]([CH3:17])([CH3:16])[CH3:15])[NH:11][N:10]=3)[C:5]([Cl:18])=[CH:4][N:3]=2)=[CH:30][CH:31]=1)(=[O:25])=[O:26])([CH3:22])([CH3:20])[CH3:21], predict the reactants needed to synthesize it. The reactants are: Br[C:2]1[N:7]=[C:6]([NH:8][C:9]2[CH:13]=[C:12]([C:14]([CH3:17])([CH3:16])[CH3:15])[NH:11][N:10]=2)[C:5]([Cl:18])=[CH:4][N:3]=1.[C:19]([NH:23][S:24]([C:27]1[S:28][C:29](B2OC(C)(C)C(C)(C)O2)=[CH:30][CH:31]=1)(=[O:26])=[O:25])([CH3:22])([CH3:21])[CH3:20].C([O-])([O-])=O.[Na+].[Na+]. (2) Given the product [CH3:22][O:23][C:24]1[CH:29]=[CH:28][C:27]([NH:30][C:2]2[C:11]3[C:6](=[CH:7][CH:8]=[C:9]4[S:14](=[O:16])(=[O:15])[CH2:13][CH2:12][C:10]4=3)[N:5]=[CH:4][C:3]=2[C:17]([O:19][CH2:20][CH3:21])=[O:18])=[CH:26][CH:25]=1, predict the reactants needed to synthesize it. The reactants are: Cl[C:2]1[C:11]2[C:6](=[CH:7][CH:8]=[C:9]3[S:14](=[O:16])(=[O:15])[CH2:13][CH2:12][C:10]3=2)[N:5]=[CH:4][C:3]=1[C:17]([O:19][CH2:20][CH3:21])=[O:18].[CH3:22][O:23][C:24]1[CH:29]=[CH:28][C:27]([NH2:30])=[CH:26][CH:25]=1. (3) Given the product [CH3:12][S:11][C:7]1[N:6]=[C:5]2[NH:4][N:3]=[C:2]([C:13]3[CH:18]=[CH:17][CH:16]=[CH:15][CH:14]=3)[C:10]2=[CH:9][N:8]=1, predict the reactants needed to synthesize it. The reactants are: Br[C:2]1[C:10]2[C:5](=[N:6][C:7]([S:11][CH3:12])=[N:8][CH:9]=2)[NH:4][N:3]=1.[C:13]1(B(O)O)[CH:18]=[CH:17][CH:16]=[CH:15][CH:14]=1.P(=O)([O-])[O-].[K+].[K+].O1CCOCC1. (4) Given the product [CH2:1]([O:3][C:4]([C:6]1[N:10]([CH2:11][C:12]2[CH:17]=[CH:16][CH:15]=[C:14]([Br:18])[CH:13]=2)[C:9]2[CH:19]=[C:20]([C:28]3[S:29][CH:30]=[C:31]([CH3:33])[CH:32]=3)[S:21][C:8]=2[CH:7]=1)=[O:5])[CH3:2], predict the reactants needed to synthesize it. The reactants are: [CH2:1]([O:3][C:4]([C:6]1[N:10]([CH2:11][C:12]2[CH:17]=[CH:16][CH:15]=[C:14]([Br:18])[CH:13]=2)[C:9]2[CH:19]=[C:20](Br)[S:21][C:8]=2[CH:7]=1)=[O:5])[CH3:2].C([Sn](CCCC)(CCCC)[C:28]1[S:29][CH:30]=[C:31]([CH3:33])[CH:32]=1)CCC.C([O-])([O-])=O.[Na+].[Na+]. (5) Given the product [CH3:32][N:33]1[CH2:34][CH2:35][N:36]([C:39]2[CH:44]=[CH:43][C:42]([NH:45][CH:2]=[C:3]3[C:11]4[C:6](=[CH:7][C:8]([C:12]([C:14]5[CH:19]=[CH:18][C:17]([NH:20][C:21]([C:23]6[S:24][C:25]([C:28](=[O:30])[CH3:29])=[CH:26][CH:27]=6)=[O:22])=[CH:16][CH:15]=5)=[O:13])=[CH:9][CH:10]=4)[NH:5][C:4]3=[O:31])=[CH:41][CH:40]=2)[CH2:37][CH2:38]1, predict the reactants needed to synthesize it. The reactants are: O[CH:2]=[C:3]1[C:11]2[C:6](=[CH:7][C:8]([C:12]([C:14]3[CH:19]=[CH:18][C:17]([NH:20][C:21]([C:23]4[S:24][C:25]([C:28](=[O:30])[CH3:29])=[CH:26][CH:27]=4)=[O:22])=[CH:16][CH:15]=3)=[O:13])=[CH:9][CH:10]=2)[NH:5][C:4]1=[O:31].[CH3:32][N:33]1[CH2:38][CH2:37][N:36]([C:39]2[CH:44]=[CH:43][C:42]([NH2:45])=[CH:41][CH:40]=2)[CH2:35][CH2:34]1. (6) Given the product [F:13][C:4]1[C:5]2[O:10][CH2:9][C:8](=[O:11])[NH:7][C:6]=2[CH:12]=[C:2]([B:14]2[O:18][C:17]([CH3:20])([CH3:19])[C:16]([CH3:22])([CH3:21])[O:15]2)[CH:3]=1, predict the reactants needed to synthesize it. The reactants are: Br[C:2]1[CH:3]=[C:4]([F:13])[C:5]2[O:10][CH2:9][C:8](=[O:11])[NH:7][C:6]=2[CH:12]=1.[B:14]1([B:14]2[O:18][C:17]([CH3:20])([CH3:19])[C:16]([CH3:22])([CH3:21])[O:15]2)[O:18][C:17]([CH3:20])([CH3:19])[C:16]([CH3:22])([CH3:21])[O:15]1.C([O-])(=O)C.[K+].CCOC(C)=O. (7) Given the product [C:1]([O:9][CH2:10][C@:11]12[CH2:37][CH2:36][C@@H:35]([C:38]([CH3:40])=[CH2:39])[C@@H:12]1[C@@H:13]1[C@@:26]([CH3:29])([CH2:27][CH2:28]2)[C@@:25]2([CH3:30])[C@@H:16]([C@:17]3([CH3:34])[C@@H:22]([CH2:23][CH2:24]2)[C:21]([CH3:31])([CH3:32])[C:20](=[O:33])[CH2:19][CH2:18]3)[CH2:15][CH2:14]1)(=[O:8])[C:2]1[CH:3]=[CH:4][CH:5]=[CH:6][CH:7]=1, predict the reactants needed to synthesize it. The reactants are: [C:1]([O:9][CH2:10][C@:11]12[CH2:37][CH2:36][C@@H:35]([C:38]([CH3:40])=[CH2:39])[C@@H:12]1[C@@H:13]1[C@@:26]([CH3:29])([CH2:27][CH2:28]2)[C@@:25]2([CH3:30])[C@@H:16]([C@:17]3([CH3:34])[C@@H:22]([CH2:23][CH2:24]2)[C:21]([CH3:32])([CH3:31])[C@@H:20]([OH:33])[CH2:19][CH2:18]3)[CH2:15][CH2:14]1)(=[O:8])[C:2]1[CH:7]=[CH:6][CH:5]=[CH:4][CH:3]=1.C1C=C[NH+]=CC=1.[O-][Cr](Cl)(=O)=O.